From a dataset of Forward reaction prediction with 1.9M reactions from USPTO patents (1976-2016). Predict the product of the given reaction. (1) Given the reactants C(OC([N:8]1[CH2:12][CH2:11][CH:10]([NH:13][S:14]([C:17]2[CH:22]=[CH:21][C:20]([NH:23][C:24]3[C:25]4[N:26]([CH:40]=[CH:41][N:42]=4)[C:27]([C:30]4[CH:31]=[C:32]5[C:36](=[CH:37][CH:38]=4)[C:35](=[O:39])[NH:34][CH2:33]5)=[CH:28][CH:29]=3)=[CH:19][CH:18]=2)(=[O:16])=[O:15])[CH2:9]1)=O)(C)(C)C.ClC1N2C=CN=C2C(NC2C=CC(N3CCN(C(C)C)CC3)=CC=2)=CC=1.Cl, predict the reaction product. The product is: [O:39]=[C:35]1[C:36]2[C:32](=[CH:31][C:30]([C:27]3[N:26]4[CH:40]=[CH:41][N:42]=[C:25]4[C:24]([NH:23][C:20]4[CH:19]=[CH:18][C:17]([S:14]([NH:13][CH:10]5[CH2:11][CH2:12][NH:8][CH2:9]5)(=[O:15])=[O:16])=[CH:22][CH:21]=4)=[CH:29][CH:28]=3)=[CH:38][CH:37]=2)[CH2:33][NH:34]1. (2) Given the reactants [N:1]([C:4]1[CH:9]=[CH:8][C:7]([C:10]2[CH:11]=[C:12]([CH:17]=[CH:18][N:19]=2)[C:13]([O:15][CH3:16])=[O:14])=[CH:6][C:5]=1[C:20]#[N:21])=[N+:2]=[N-:3].[C:22]([C:24]1[CH:29]=[CH:28][CH:27]=[CH:26][CH:25]=1)#[CH:23].CC(O)C, predict the reaction product. The product is: [C:20]([C:5]1[CH:6]=[C:7]([C:10]2[CH:11]=[C:12]([CH:17]=[CH:18][N:19]=2)[C:13]([O:15][CH3:16])=[O:14])[CH:8]=[CH:9][C:4]=1[N:1]1[CH:23]=[C:22]([C:24]2[CH:29]=[CH:28][CH:27]=[CH:26][CH:25]=2)[N:3]=[N:2]1)#[N:21]. (3) Given the reactants ON1[C:6]2N=C[CH:9]=[CH:10][C:5]=2[N:4]=N1.Cl.CN(C)CCCN=[C:18]=[N:19][CH2:20][CH3:21].[CH3:23][NH:24][CH3:25].[CH2:26]1[CH2:30][O:29][CH2:28][CH2:27]1.[C:31](=O)([O-])[O-].[K+].[K+], predict the reaction product. The product is: [NH2:4][C:5]1[CH:6]=[CH:30][C:26]([C@H:27]([N:19]([CH:20]([CH3:21])[CH3:31])[CH3:18])[C:28]([N:24]([CH3:25])[CH3:23])=[O:29])=[CH:9][CH:10]=1. (4) The product is: [F:1][C:2]1[CH:7]=[CH:6][C:5]([S:8]([NH:11][C:12]2[CH:13]=[CH:14][C:15]3[CH2:19][O:18][B:17]([OH:20])[C:16]=3[CH:21]=2)(=[O:10])=[O:9])=[CH:4][C:3]=1[OH:22]. Given the reactants [F:1][C:2]1[CH:7]=[CH:6][C:5]([S:8]([NH:11][C:12]2[CH:13]=[CH:14][C:15]3[CH2:19][O:18][B:17]([OH:20])[C:16]=3[CH:21]=2)(=[O:10])=[O:9])=[CH:4][C:3]=1[O:22]C.B(Br)(Br)Br, predict the reaction product.